This data is from Forward reaction prediction with 1.9M reactions from USPTO patents (1976-2016). The task is: Predict the product of the given reaction. (1) Given the reactants [C:1]([OH:11])(=[O:10])/[CH:2]=[CH:3]/[C:4]1[CH:9]=[CH:8][CH:7]=[CH:6][CH:5]=1.[H][H], predict the reaction product. The product is: [C:1]([OH:11])(=[O:10])[CH2:2][CH2:3][C:4]1[CH:5]=[CH:6][CH:7]=[CH:8][CH:9]=1. (2) Given the reactants CO.[CH3:3][C:4]1[CH:5]=[C:6]([CH2:13][C:14]#[N:15])[CH:7]=[CH:8][C:9]=1[N+:10]([O-:12])=[O:11].Cl.[NH2:17][OH:18], predict the reaction product. The product is: [CH3:3][C:4]1[CH:5]=[C:6]([CH2:13][C:14](=[N:17][OH:18])[NH2:15])[CH:7]=[CH:8][C:9]=1[N+:10]([O-:12])=[O:11].